Regression. Given a target protein amino acid sequence and a drug SMILES string, predict the binding affinity score between them. We predict pKi (pKi = -log10(Ki in M); higher means stronger inhibition). Dataset: bindingdb_ki. From a dataset of Drug-target binding data from BindingDB using Ki measurements. (1) The small molecule is COCCCCCn1cnc2nc(NCc3ccc(Cl)c(Cl)c3)[nH]c(=O)c21. The target protein (O34623) has sequence MSFVHLQVHSGYSLLNSAAAVEELVSEADRLGYASLALTDDHVMYGAIQFYKACKARGINPIIGLTASVFTDDSELEAYPLVLLAKSNTGYQNLLKISSVLQSKSKGGLKPKWLHSYREGIIAITPGEKGYIETLLEGGLFEQAAQASLEFQSIFGKGAFYFSYQPFKGNQVLSEQILKLSEETGIPVTATGDVHYIRKEDKAAYRCLKAIKAGEKLTDAPAEDLPDLDLKPLEEMQNIYREHPEALQASVEIAEQCRVDVSLGQTRLPSFPTPDGTSADDYLTDICMEGLRSRFGKPDERYLRRLQYELDVIKRMKFSDYFLIVWDFMKHAHEKGIVTGPGRGSAAGSLVAYVLYITDVDPIKHHLLFERFLNPERVSMPDIDIDFPDTRRDEVIQYVQQKYGAMHVAQIITFGTLAAKAALRDVGRVFGVSPKEADQLAKLIPSRPGMTLDEARQQSPQLDKRLRESSLLQQVYSIARKIEGLPRHASTHAAGVVLSE.... The pKi is 7.1. (2) The compound is COc1ccccc1N1CCN(CCCCn2ncc(=O)n(C)c2=O)CC1. The target protein sequence is QHRLEQGKMNITNCTPEASVAVRPKTITEKMLISVTLVIITTLTMLLNSAVIMAICTTKKLHQPANYLICSLAVTDLLVAVLVMPLSIMYIVMDSWKLGYFICEVWLSVDMTCCTCSILHLCVIALDRYWAITNAIEYARKRTAKRAGLMILTVWTISIFISMPPLFWRSHRRLSPPPSQCTIRHDHVIYTIYSTLGAFYIPLTLILILYYRIYHAAKSLYQKRGSSRHLSNRSTDSQNSFASCKLTQTFCVSDFSTSDPTTEFEKIHTSIRIPPFDNDLDYPGERQQISSTRERKAARILGLILGAFILSWLPFFIKELIVGLSTYAVSSEVADFLTWLGYVNSLINPLLYTSFNEDFKLAFKKLIRCREHT. The pKi is 5.0. (3) The compound is O=C(Nc1ccc(Cl)c(C(F)(F)F)c1)[C@H]1CC=C[C@H]2CCN(Cc3ccccc3)C(=O)[C@@H]12. The target protein sequence is MDSPIQIFRGEPGPTCAPSACLPPNSSAWFPGWAEPDSNGSAGSEDAQLEPAHISPAIPVIITAVYSVVFVVGLVGNSLVMFVIIRYTKMKTATNIYIFNLALADALVTTTMPFQSTVYLMNSWPFGDVLCKIVISIDYYNMFTSIFTLTMMSVDRYIAVCHPVKALDFRTPLKAKIINICIWLLSSSVGISAIVLGGTKVREDVDVIECSLQFPDDDYSWWDLFMKICVFIFAFVIPVLIIIVCYTLMILRLKSVRLLSGSREKDRNLRRITRLVLVVVAVFVVCWTPIHIFILVAALGSTSHSTAALSSYYFCIALGYTNSSLNPILYAFLDENFKRCFRDFCFPLKMRMERQSTSRVRNTVQDPAYLRDIDGMNKPV. The pKi is 7.0. (4) The drug is CC(C)[C@H](NC(=O)[C@H](CC(=O)O)NC(=O)[C@H](C)NC(=O)[C@@H](C)NC(=O)[C@@H](N)Cc1ccc(O)cc1)C(=O)N[C@H](C(=O)NCC(N)=O)C(C)C. The target protein sequence is MEPVPSARAELQFSLLANVSDTFPSAFPSASANASGSPGARSASSLALAIAITALYSAVCAVGLLGNVLVMFGIVRYTKLKTATNIYIFNLALADALATSTLPFQSAKYLMETWPFGELLCKAVLSIDYYNMFTSIFTLTMMSVDRYIAVCHPVKALDFRTPAKAKLINICIWVLASGVGVPIMVMAVTQPRDGAVVCTLQFPSPSWYWDTVTKICVFLFAFVVPILIITVCYGLMLLRLRSVRLLSGSKEKDRSLRRITRMVLVVVGAFVVCWAPIHIFVIVWTLVDINRRDPLVVAALHLCIALGYANSSLNPVLYAFLDENFKRCFRQLCRAPCGGQEPGSLRRPRQATARERVTACTPSDGPGGGAAA. The pKi is 7.8.